This data is from Forward reaction prediction with 1.9M reactions from USPTO patents (1976-2016). The task is: Predict the product of the given reaction. Given the reactants ClS([N:5]=C=O)(=O)=O.[CH3:8][O:9][C:10]([C@H:12]1[CH2:17][CH2:16][C@H:15]([C:18](O)=O)[CH2:14][CH2:13]1)=[O:11].CN(C)C=O, predict the reaction product. The product is: [C:18]([C@H:15]1[CH2:16][CH2:17][C@H:12]([C:10]([O:9][CH3:8])=[O:11])[CH2:13][CH2:14]1)#[N:5].